This data is from Forward reaction prediction with 1.9M reactions from USPTO patents (1976-2016). The task is: Predict the product of the given reaction. Given the reactants Br[C:2]1[CH:3]=[C:4]2[C:9](=[CH:10][CH:11]=1)[CH:8]=[N:7][CH:6]=[C:5]2[Cl:12].[CH3:13][S:14]([O-:16])=[O:15].[Na+].CS(C)=O, predict the reaction product. The product is: [Cl:12][C:5]1[C:4]2[C:9](=[CH:10][CH:11]=[C:2]([S:14]([CH3:13])(=[O:16])=[O:15])[CH:3]=2)[CH:8]=[N:7][CH:6]=1.